Dataset: Reaction yield outcomes from USPTO patents with 853,638 reactions. Task: Predict the reaction yield, written as a fraction of the theoretical maximum amount of product (1.0 means a 100% yield; for example, 0.34 means a 34% yield). (1) The reactants are [C:1]1([CH:7]2[CH:12]([C:13]3[CH:18]=[CH:17][CH:16]=[CH:15][CH:14]=3)[NH:11][C:10](=O)[C:9](=O)[NH:8]2)[CH:6]=[CH:5][CH:4]=[CH:3][CH:2]=1.C1COCC1.Cl. The catalyst is O. The product is [C:1]1([CH:7]2[CH:12]([C:13]3[CH:14]=[CH:15][CH:16]=[CH:17][CH:18]=3)[NH:11][CH2:10][CH2:9][NH:8]2)[CH:6]=[CH:5][CH:4]=[CH:3][CH:2]=1. The yield is 0.510. (2) The reactants are [N+:1]([C:4]1[CH:9]=[CH:8][C:7]([C:10]2[S:11][CH:12]=[CH:13][CH:14]=2)=[CH:6][C:5]=1[NH:15][C:16](=[O:32])[NH:17][CH2:18][CH:19]1[CH2:24][CH2:23][N:22](C(OC(C)(C)C)=O)[CH2:21][CH2:20]1)([O-:3])=[O:2].C(O)(C(F)(F)F)=O. The catalyst is ClCCl. The product is [N+:1]([C:4]1[CH:9]=[CH:8][C:7]([C:10]2[S:11][CH:12]=[CH:13][CH:14]=2)=[CH:6][C:5]=1[NH:15][C:16]([NH:17][CH2:18][CH:19]1[CH2:24][CH2:23][NH:22][CH2:21][CH2:20]1)=[O:32])([O-:3])=[O:2]. The yield is 0.850. (3) The reactants are [F:1][C:2]1[CH:7]=[CH:6][CH:5]=[C:4]([F:8])[C:3]=1[CH3:9].[N+:10]([O-])([OH:12])=[O:11]. The catalyst is OS(O)(=O)=O. The product is [F:1][C:2]1[CH:7]=[CH:6][C:5]([N+:10]([O-:12])=[O:11])=[C:4]([F:8])[C:3]=1[CH3:9]. The yield is 0.780.